Dataset: Full USPTO retrosynthesis dataset with 1.9M reactions from patents (1976-2016). Task: Predict the reactants needed to synthesize the given product. (1) The reactants are: C(C1[CH:4]=[C:5]2[C:10](=[CH:11][CH:12]=1)[C:9](=[O:13])[CH2:8][CH2:7][CH2:6]2)#N.[C:14]([OH:17])(=[O:16])[CH3:15]. Given the product [O:13]=[C:9]1[CH2:8][CH2:7][CH2:6][C:5]2[CH:4]=[C:15]([C:14]([OH:17])=[O:16])[CH:12]=[CH:11][C:10]1=2, predict the reactants needed to synthesize it. (2) Given the product [C:1]([O:5][C:6]1[CH:11]=[N:10][CH:9]=[C:8]([CH2:12][CH2:13][N:23]2[CH2:22][CH2:21][CH:20]([CH2:19][O:18][C:17]3[CH:26]=[CH:27][CH:28]=[CH:29][C:16]=3[Cl:15])[CH2:25][CH2:24]2)[N:7]=1)([CH3:4])([CH3:3])[CH3:2], predict the reactants needed to synthesize it. The reactants are: [C:1]([O:5][C:6]1[CH:11]=[N:10][CH:9]=[C:8]([CH:12]=[CH2:13])[N:7]=1)([CH3:4])([CH3:3])[CH3:2].Cl.[Cl:15][C:16]1[CH:29]=[CH:28][CH:27]=[CH:26][C:17]=1[O:18][CH2:19][CH:20]1[CH2:25][CH2:24][NH:23][CH2:22][CH2:21]1.C(=O)([O-])[O-].[K+].[K+].CN(C)C=O.